This data is from Catalyst prediction with 721,799 reactions and 888 catalyst types from USPTO. The task is: Predict which catalyst facilitates the given reaction. (1) Reactant: [CH2:1]([N:8]1[CH:12]=[C:11]([CH2:13][C:14]([O:16][CH2:17][CH3:18])=O)[C:10]([O:19]CC2C=CC=CC=2)=[N:9]1)[C:2]1[CH:7]=[CH:6][CH:5]=[CH:4][CH:3]=1.[O:27]1CCCC1. Product: [C:17]([O:16][CH2:14][CH2:13][C:11]1[C:10]([OH:19])=[N:9][N:8]([CH2:1][C:2]2[CH:7]=[CH:6][CH:5]=[CH:4][CH:3]=2)[CH:12]=1)(=[O:27])[CH3:18]. The catalyst class is: 349. (2) Reactant: C(O)C.Cl.NO.C([N:10](C(C)C)CC)(C)C.[OH:16][C:17]1[C:18]([NH:23][C:24]([NH:26]C(OCC)=O)=S)=[N:19][CH:20]=[CH:21][CH:22]=1. Product: [NH2:10][C:24]1[N:23]=[C:18]2[C:17]([OH:16])=[CH:22][CH:21]=[CH:20][N:19]2[N:26]=1. The catalyst class is: 5. (3) Product: [C:1]([N:4]1[C:13]2[C:8](=[CH:9][C:10]([C:14]3[N:18]=[C:17]([CH3:27])[NH:16][CH:15]=3)=[CH:11][CH:12]=2)[CH:7]([NH:28][C:29]2[CH:30]=[CH:31][C:32]([Cl:35])=[CH:33][CH:34]=2)[CH2:6][CH:5]1[CH3:36])(=[O:3])[CH3:2]. The catalyst class is: 4. Reactant: [C:1]([N:4]1[C:13]2[C:8](=[CH:9][C:10]([C:14]3[N:18](COCC[Si](C)(C)C)[C:17]([CH3:27])=[N:16][CH:15]=3)=[CH:11][CH:12]=2)[CH:7]([NH:28][C:29]2[CH:34]=[CH:33][C:32]([Cl:35])=[CH:31][CH:30]=2)[CH2:6][CH:5]1[CH3:36])(=[O:3])[CH3:2].FC(F)(F)C(O)=O. (4) Reactant: C1C=C(Cl)C=C(C(OO)=[O:9])C=1.[C:12]([C:16]1[C:17]([OH:42])=[C:18]([C:36]([CH3:41])=[C:37]([S:39][CH3:40])[CH:38]=1)[C:19]([NH:21][C:22]1[CH:27]=[CH:26][C:25]([S:28]([C:31]([F:34])([F:33])[F:32])(=[O:30])=[O:29])=[CH:24][C:23]=1[Cl:35])=[O:20])([CH3:15])([CH3:14])[CH3:13]. Product: [C:12]([C:16]1[C:17]([OH:42])=[C:18]([C:36]([CH3:41])=[C:37]([S:39]([CH3:40])=[O:9])[CH:38]=1)[C:19]([NH:21][C:22]1[CH:27]=[CH:26][C:25]([S:28]([C:31]([F:34])([F:32])[F:33])(=[O:30])=[O:29])=[CH:24][C:23]=1[Cl:35])=[O:20])([CH3:15])([CH3:14])[CH3:13]. The catalyst class is: 4.